Dataset: NCI-60 drug combinations with 297,098 pairs across 59 cell lines. Task: Regression. Given two drug SMILES strings and cell line genomic features, predict the synergy score measuring deviation from expected non-interaction effect. Drug 1: CNC(=O)C1=CC=CC=C1SC2=CC3=C(C=C2)C(=NN3)C=CC4=CC=CC=N4. Drug 2: CNC(=O)C1=NC=CC(=C1)OC2=CC=C(C=C2)NC(=O)NC3=CC(=C(C=C3)Cl)C(F)(F)F. Cell line: OVCAR-5. Synergy scores: CSS=3.60, Synergy_ZIP=-5.71, Synergy_Bliss=-9.75, Synergy_Loewe=-13.2, Synergy_HSA=-12.6.